This data is from Forward reaction prediction with 1.9M reactions from USPTO patents (1976-2016). The task is: Predict the product of the given reaction. (1) Given the reactants [C:1]([O:5][C:6](=[O:26])[NH:7][CH2:8][CH:9]([N:15]1C(=O)C2C(=CC=CC=2)C1=O)[C:10]1[CH:14]=[CH:13][S:12][CH:11]=1)([CH3:4])([CH3:3])[CH3:2].O.NN, predict the reaction product. The product is: [C:1]([O:5][C:6](=[O:26])[NH:7][CH2:8][CH:9]([NH2:15])[C:10]1[CH:14]=[CH:13][S:12][CH:11]=1)([CH3:4])([CH3:2])[CH3:3]. (2) The product is: [N:8]1[C:9]2[C:4](=[C:3]([NH:1][NH:2][C:23]([C:17]34[CH2:18][CH2:19][CH2:20][CH2:21][CH:22]3[CH2:13][CH2:14][CH2:15][CH2:16]4)=[O:24])[CH:12]=[CH:11][CH:10]=2)[CH:5]=[CH:6][CH:7]=1. Given the reactants [NH:1]([C:3]1[CH:12]=[CH:11][CH:10]=[C:9]2[C:4]=1[CH:5]=[CH:6][CH:7]=[N:8]2)[NH2:2].[CH2:13]1[CH:22]2[C:17]([C:23](O)=[O:24])([CH2:18][CH2:19][CH2:20][CH2:21]2)[CH2:16][CH2:15][CH2:14]1, predict the reaction product. (3) Given the reactants [C:1]([O:5][C:6]([NH:8][C@@H:9]([C:13]1[CH:18]=[CH:17][CH:16]=[CH:15][CH:14]=1)[C:10]([OH:12])=O)=[O:7])([CH3:4])(C)C.CN(C)C1C=CN=CC=1.[C:28]1([CH3:38])[CH:33]=[CH:32][C:31](S(O)(=O)=O)=CC=1.C(N=C=NC(C)C)(C)C.[C:48]([N:55]1[CH2:60][CH2:59][NH:58][CH2:57][CH2:56]1)([O:50][C:51]([CH3:54])([CH3:53])[CH3:52])=[O:49], predict the reaction product. The product is: [CH2:1]([O:5][C:6]([NH:8][C@@H:9]([C:13]1[CH:14]=[CH:15][CH:16]=[CH:17][CH:18]=1)[C:10]([N:58]1[CH2:57][CH2:56][N:55]([C:48]([O:50][C:51]([CH3:54])([CH3:53])[CH3:52])=[O:49])[CH2:60][CH2:59]1)=[O:12])=[O:7])[C:4]1[CH:31]=[CH:32][CH:33]=[CH:28][CH:38]=1. (4) Given the reactants [Br:1][C:2]1[N:7]=[C:6]([NH2:8])[CH:5]=[CH:4][CH:3]=1.[H-].[Na+].CS(O[CH2:16][CH:17]1[CH2:22][O:21][C:20]([CH3:24])([CH3:23])[CH2:19][O:18]1)(=O)=O, predict the reaction product. The product is: [Br:1][C:2]1[N:7]=[C:6]([NH:8][CH2:16][CH:17]2[CH2:22][O:21][C:20]([CH3:24])([CH3:23])[CH2:19][O:18]2)[CH:5]=[CH:4][CH:3]=1. (5) The product is: [O:33]=[S:29]1(=[O:32])[CH2:30][CH2:31][N:26]([CH2:25][C:24]2[CH:34]=[CH:35][C:21]([NH:1][C:2]3[S:3][C:4]([C:10]4[CH:11]=[CH:12][C:13]([S:16]([CH3:19])(=[O:18])=[O:17])=[CH:14][CH:15]=4)=[CH:5][C:6]=3[C:7]([NH2:9])=[O:8])=[CH:22][CH:23]=2)[CH2:27][CH2:28]1. Given the reactants [NH2:1][C:2]1[S:3][C:4]([C:10]2[CH:15]=[CH:14][C:13]([S:16]([CH3:19])(=[O:18])=[O:17])=[CH:12][CH:11]=2)=[CH:5][C:6]=1[C:7]([NH2:9])=[O:8].Br[C:21]1[CH:35]=[CH:34][C:24]([CH2:25][N:26]2[CH2:31][CH2:30][S:29](=[O:33])(=[O:32])[CH2:28][CH2:27]2)=[CH:23][CH:22]=1, predict the reaction product. (6) Given the reactants Br[C:2]1[C:3]([N+:8]([O-:10])=[O:9])=[N:4][CH:5]=[CH:6][CH:7]=1.[Br-].[CH:12]1([Zn+])[CH2:14][CH2:13]1, predict the reaction product. The product is: [CH:12]1([C:2]2[C:3]([N+:8]([O-:10])=[O:9])=[N:4][CH:5]=[CH:6][CH:7]=2)[CH2:14][CH2:13]1.